From a dataset of Full USPTO retrosynthesis dataset with 1.9M reactions from patents (1976-2016). Predict the reactants needed to synthesize the given product. (1) Given the product [CH2:1]([O:3][C:4](=[O:24])[CH2:5][C:6]([N:8]1[CH2:13][CH2:12][CH:11]([C:14]([OH:16])=[O:15])[CH2:10][CH2:9]1)=[O:7])[CH3:2], predict the reactants needed to synthesize it. The reactants are: [CH2:1]([O:3][C:4](=[O:24])[CH2:5][C:6]([N:8]1[CH2:13][CH2:12][CH:11]([C:14]([O:16]CC2C=CC=CC=2)=[O:15])[CH2:10][CH2:9]1)=[O:7])[CH3:2]. (2) Given the product [CH2:1]([O:8][C:9]([C:18]1[CH:23]=[CH:22][C:21]([N:24]2[CH2:29][CH2:28][N:27]([C:30](=[O:33])[CH2:31][N:48]3[C:47](=[O:52])[C:46]([C:43]4[CH:44]=[CH:45][C:40]5[CH2:39][CH2:38][O:37][C:41]=5[CH:42]=4)([CH3:53])[NH:50][C:49]3=[O:51])[CH2:26][CH2:25]2)=[C:20]([CH:34]=[CH:35][CH3:36])[CH:19]=1)([C:14]([F:17])([F:16])[F:15])[C:10]([F:13])([F:12])[F:11])[C:2]1[CH:7]=[CH:6][CH:5]=[CH:4][CH:3]=1, predict the reactants needed to synthesize it. The reactants are: [CH2:1]([O:8][C:9]([C:18]1[CH:23]=[CH:22][C:21]([N:24]2[CH2:29][CH2:28][N:27]([C:30](=[O:33])[CH2:31]Br)[CH2:26][CH2:25]2)=[C:20](/[CH:34]=[CH:35]\[CH3:36])[CH:19]=1)([C:14]([F:17])([F:16])[F:15])[C:10]([F:13])([F:12])[F:11])[C:2]1[CH:7]=[CH:6][CH:5]=[CH:4][CH:3]=1.[O:37]1[C:41]2[CH:42]=[C:43]([C:46]3([CH3:53])[NH:50][C:49](=[O:51])[NH:48][C:47]3=[O:52])[CH:44]=[CH:45][C:40]=2[CH2:39][CH2:38]1.